This data is from Forward reaction prediction with 1.9M reactions from USPTO patents (1976-2016). The task is: Predict the product of the given reaction. (1) Given the reactants [C:1]1([C:7]2[N:8]([CH2:12][C:13]3[CH:14]=[C:15]([C:19]4[CH:23]=[C:22]([CH2:24][CH:25]([CH3:27])[CH3:26])[S:21][C:20]=4[S:28]([NH:31]C(C)(C)C)(=[O:30])=[O:29])[CH:16]=[CH:17][CH:18]=3)[CH:9]=[CH:10][N:11]=2)[CH:6]=[CH:5][CH:4]=[CH:3][CH:2]=1.B(Cl)(Cl)Cl.C([O-])([O-])=O.[Na+].[Na+].Cl[C:47]([O:49][CH2:50][CH2:51][CH2:52][CH3:53])=[O:48], predict the reaction product. The product is: [CH2:50]([O:49][C:47]([NH:31][S:28]([C:20]1[S:21][C:22]([CH2:24][CH:25]([CH3:27])[CH3:26])=[CH:23][C:19]=1[C:15]1[CH:16]=[CH:17][CH:18]=[C:13]([CH2:12][N:8]2[CH:9]=[CH:10][N:11]=[C:7]2[C:1]2[CH:6]=[CH:5][CH:4]=[CH:3][CH:2]=2)[CH:14]=1)(=[O:29])=[O:30])=[O:48])[CH2:51][CH2:52][CH3:53]. (2) The product is: [C:25]([NH:9][C@H:10]([C:21]([O:23][CH3:24])=[O:22])[CH2:11][C:12]1[C:20]2[C:15](=[CH:16][CH:17]=[CH:18][CH:19]=2)[NH:14][CH:13]=1)(=[O:28])[CH:26]=[CH2:27]. Given the reactants C(N(CC)CC)C.Cl.[NH2:9][C@H:10]([C:21]([O:23][CH3:24])=[O:22])[CH2:11][C:12]1[C:20]2[C:15](=[CH:16][CH:17]=[CH:18][CH:19]=2)[NH:14][CH:13]=1.[C:25](O)(=[O:28])[CH:26]=[CH2:27].C1CCC(N=C=NC2CCCCC2)CC1, predict the reaction product. (3) The product is: [NH2:1][C:2]1[N:3]=[C:4]([N:23]2[CH2:24][CH2:25][N:26]([C:28]([O:30][C:31]([CH3:34])([CH3:33])[CH3:32])=[O:29])[CH2:27][C@@H:22]2[CH3:21])[C:5]([CH:9]=[O:10])=[C:6]([Cl:8])[N:7]=1. Given the reactants [NH2:1][C:2]1[N:7]=[C:6]([Cl:8])[C:5]([CH:9]=[O:10])=[C:4](Cl)[N:3]=1.CCN(C(C)C)C(C)C.[CH3:21][C@H:22]1[CH2:27][N:26]([C:28]([O:30][C:31]([CH3:34])([CH3:33])[CH3:32])=[O:29])[CH2:25][CH2:24][NH:23]1, predict the reaction product. (4) Given the reactants CN(C(ON1N=NC2C=CC=NC1=2)=[N+](C)C)C.F[P-](F)(F)(F)(F)F.[C:25]([OH:31])([C:27]([F:30])([F:29])[F:28])=[O:26].N1CCC[C@H]1C1NC2C=C(C3C=CC4C(=CC(C5C=CC(C6NC([C@@H]7CCCN7)=NC=6)=CC=5)=CC=4)C=3)C=CC=2N=1.C(N(C(C)C)CC)(C)C.C[O:82][C:83]([NH:85][C@@H](C(C)C)C(O)=O)=[O:84], predict the reaction product. The product is: [C:25]([OH:31])([C:27]([F:30])([F:29])[F:28])=[O:26].[C:83](=[O:82])([O-:84])[NH2:85].